Dataset: Forward reaction prediction with 1.9M reactions from USPTO patents (1976-2016). Task: Predict the product of the given reaction. Given the reactants [Cl:1][C:2]1[CH:7]=[CH:6][C:5]([C:8]2[CH:13]=[C:12]([CH3:14])[N:11]=[C:10]([N:15]3[CH:19]=[C:18]([Sn](CCCC)(CCCC)CCCC)[N:17]=[CH:16]3)[N:9]=2)=[CH:4][C:3]=1[CH3:33].[CH3:34][C:35]([NH:38][S:39]([C:42]1[S:46][C:45](Br)=[CH:44][CH:43]=1)(=[O:41])=[O:40])([CH3:37])[CH3:36].CCCCCCC, predict the reaction product. The product is: [C:35]([NH:38][S:39]([C:42]1[S:46][C:45]([C:18]2[N:17]=[CH:16][N:15]([C:10]3[N:9]=[C:8]([C:5]4[CH:6]=[CH:7][C:2]([Cl:1])=[C:3]([CH3:33])[CH:4]=4)[CH:13]=[C:12]([CH3:14])[N:11]=3)[CH:19]=2)=[CH:44][CH:43]=1)(=[O:40])=[O:41])([CH3:37])([CH3:34])[CH3:36].